This data is from Reaction yield outcomes from USPTO patents with 853,638 reactions. The task is: Predict the reaction yield, written as a fraction of the theoretical maximum amount of product (1.0 means a 100% yield; for example, 0.34 means a 34% yield). (1) The reactants are [OH:1][CH2:2][CH:3]1[NH:8][CH2:7][CH2:6][N:5]([C:9]([O:11][C:12]([CH3:15])([CH3:14])[CH3:13])=[O:10])[CH2:4]1.[CH3:16][C:17]1[CH:18]=[C:19]([N:23]=[C:24]=[O:25])[CH:20]=[CH:21][CH:22]=1. The catalyst is O1CCCC1. The product is [OH:1][CH2:2][CH:3]1[N:8]([C:24](=[O:25])[NH:23][C:19]2[CH:20]=[CH:21][CH:22]=[C:17]([CH3:16])[CH:18]=2)[CH2:7][CH2:6][N:5]([C:9]([O:11][C:12]([CH3:15])([CH3:14])[CH3:13])=[O:10])[CH2:4]1. The yield is 0.823. (2) The reactants are [CH3:1][O:2][C:3](=[O:32])[NH:4][CH:5]([C:9]([N:11]1[CH2:15][CH2:14][CH2:13][CH:12]1[C:16](=[O:31])[NH:17][C:18]1[CH:23]=[CH:22][C:21]([C:24]2[CH:29]=[CH:28][C:27](Br)=[CH:26][CH:25]=2)=[CH:20][CH:19]=1)=[O:10])[CH:6]([CH3:8])[CH3:7].[B:33]1([B:33]2[O:37][C:36]([CH3:39])([CH3:38])[C:35]([CH3:41])([CH3:40])[O:34]2)[O:37][C:36]([CH3:39])([CH3:38])[C:35]([CH3:41])([CH3:40])[O:34]1.C([O-])(=O)C.[K+]. The catalyst is O1CCOCC1.C(OCC)(=O)C.C1C=CC(P(C2C=CC=CC=2)[C-]2C=CC=C2)=CC=1.C1C=CC(P(C2C=CC=CC=2)[C-]2C=CC=C2)=CC=1.Cl[Pd]Cl.[Fe+2]. The product is [CH3:1][O:2][C:3](=[O:32])[NH:4][CH:5]([C:9]([N:11]1[CH2:15][CH2:14][CH2:13][CH:12]1[C:16](=[O:31])[NH:17][C:18]1[CH:23]=[CH:22][C:21]([C:24]2[CH:29]=[CH:28][C:27]([B:33]3[O:37][C:36]([CH3:39])([CH3:38])[C:35]([CH3:41])([CH3:40])[O:34]3)=[CH:26][CH:25]=2)=[CH:20][CH:19]=1)=[O:10])[CH:6]([CH3:8])[CH3:7]. The yield is 0.750.